This data is from Tyrosyl-DNA phosphodiesterase HTS with 341,365 compounds. The task is: Binary Classification. Given a drug SMILES string, predict its activity (active/inactive) in a high-throughput screening assay against a specified biological target. (1) The drug is Brc1c(OCc2cccnc2)c(OC)cc(c1)CO. The result is 0 (inactive). (2) The molecule is O(C(=O)C(c1nc2c(nc1N1CCN(CC1)Cc1ccccc1)cccc2)C#N)CC(C)C. The result is 0 (inactive). (3) The drug is Brc1ccc(CN2S(=O)(=O)CCN(CC2CC(C)C)CC#C)cc1. The result is 0 (inactive). (4) The molecule is s1c(C2N(N=C(C2)c2ccc(NS(=O)(=O)CC)cc2)C(=O)C)ccc1. The result is 0 (inactive). (5) The compound is S1C(CC(=O)NCCCC(O)=O)C(=O)N=C1NN\C=C1\C(=O)C=CC=C1. The result is 0 (inactive). (6) The molecule is Clc1n(c(nc1Cl)C(O)c1c(F)cccc1)C. The result is 0 (inactive). (7) The compound is S(=O)(=O)(c1nc(oc1NCCCN1CCOCC1)c1ccc(OC)cc1)c1ccccc1. The result is 0 (inactive).